This data is from Forward reaction prediction with 1.9M reactions from USPTO patents (1976-2016). The task is: Predict the product of the given reaction. Given the reactants [CH:1]1([NH:6][C:7]2[CH:8]=[C:9]([C:13]3[N:14]=[C:15]4[C:21]([C:22](=[O:27])[C:23]([CH3:26])([CH3:25])[CH3:24])=[CH:20][N:19](COCC[Si](C)(C)C)[C:16]4=[N:17][CH:18]=3)[CH:10]=[CH:11][CH:12]=2)[CH2:5][CH2:4][CH2:3][CH2:2]1.[OH-].[K+].CO.[Cl:40][CH2:41][Cl:42], predict the reaction product. The product is: [NH4+:6].[OH-:27].[Cl:40][CH2:41][Cl:42].[CH:1]1([NH:6][C:7]2[CH:8]=[C:9]([C:13]3[N:14]=[C:15]4[C:21]([C:22](=[O:27])[C:23]([CH3:25])([CH3:24])[CH3:26])=[CH:20][NH:19][C:16]4=[N:17][CH:18]=3)[CH:10]=[CH:11][CH:12]=2)[CH2:2][CH2:3][CH2:4][CH2:5]1.